Dataset: Catalyst prediction with 721,799 reactions and 888 catalyst types from USPTO. Task: Predict which catalyst facilitates the given reaction. (1) Reactant: [CH3:1][O:2][C:3]1[C:47]([O:48][CH2:49][CH2:50][CH2:51][O:52][C:53]2[C:54]([O:90][CH3:91])=[CH:55][C:56]3[C:62](=[O:63])[N:61]4[CH:64]=[C:65]([C:67]5[CH:72]=[CH:71][C:70]([N:73]6[CH2:78][CH2:77][N:76]([CH3:79])[CH2:75][CH2:74]6)=[CH:69][CH:68]=5)[CH2:66][C@H:60]4[C:59](=O)[N:58](COCC[Si](C)(C)C)[C:57]=3[CH:89]=2)=[CH:46][C:6]2[N:7](COCC[Si](C)(C)C)[C:8](=O)[C@@H:9]3[CH2:15][C:14](/[CH:16]=[CH:17]/[CH2:18][NH:19][C:20](=[O:36])[O:21][CH2:22][CH:23]4[C:35]5[CH:34]=[CH:33][CH:32]=[CH:31][C:30]=5[C:29]5[C:24]4=[CH:25][CH:26]=[CH:27][CH:28]=5)=[CH:13][N:10]3[C:11](=[O:12])[C:5]=2[CH:4]=1.[Li+].[B-](CC)(CC)CC. Product: [CH3:1][O:2][C:3]1[C:47]([O:48][CH2:49][CH2:50][CH2:51][O:52][C:53]2[C:54]([O:90][CH3:91])=[CH:55][C:56]3[C:62](=[O:63])[N:61]4[CH:64]=[C:65]([C:67]5[CH:68]=[CH:69][C:70]([N:73]6[CH2:74][CH2:75][N:76]([CH3:79])[CH2:77][CH2:78]6)=[CH:71][CH:72]=5)[CH2:66][C@H:60]4[CH:59]=[N:58][C:57]=3[CH:89]=2)=[CH:46][C:6]2[N:7]=[CH:8][C@@H:9]3[CH2:15][C:14](/[CH:16]=[CH:17]/[CH2:18][NH:19][C:20](=[O:36])[O:21][CH2:22][CH:23]4[C:35]5[CH:34]=[CH:33][CH:32]=[CH:31][C:30]=5[C:29]5[C:24]4=[CH:25][CH:26]=[CH:27][CH:28]=5)=[CH:13][N:10]3[C:11](=[O:12])[C:5]=2[CH:4]=1. The catalyst class is: 1. (2) Reactant: [O:1]=[C:2]1[C@H:13]([CH2:14][C:15]([NH:17][CH2:18][C:19]2[S:20][CH:21]=[CH:22][CH:23]=2)=[O:16])[CH2:12]C=CC[CH2:8][C:7](=[O:24])[O:6][C@H:5]([C:25]2[CH:30]=[CH:29][CH:28]=[CH:27][CH:26]=2)[CH2:4][NH:3]1.C[N+]1([O-])CC[O:35]CC1.S([O-])([O-])=O.[Na+].[Na+].C[C:46]([OH:49])([CH3:48])[CH3:47].C1COCC1.O. Product: [OH:35][C@@H:48]1[C@@H:46]([OH:49])[CH2:47][CH2:8][C:7](=[O:24])[O:6][C@H:5]([C:25]2[CH:30]=[CH:29][CH:28]=[CH:27][CH:26]=2)[CH2:4][NH:3][C:2](=[O:1])[C@H:13]([CH2:14][C:15]([NH:17][CH2:18][C:19]2[S:20][CH:21]=[CH:22][CH:23]=2)=[O:16])[CH2:12]1. The catalyst class is: 771. (3) Reactant: Cl[CH2:2][CH2:3][CH2:4][O:5][C:6]1[CH:7]=[C:8]([NH2:12])[CH:9]=[CH:10][CH:11]=1.[CH3:13][NH2:14]. Product: [NH2:12][C:8]1[CH:7]=[C:6]([CH:11]=[CH:10][CH:9]=1)[O:5][CH2:4][CH2:3][CH2:2][NH:14][CH3:13]. The catalyst class is: 5. (4) Reactant: [CH3:1][C:2]1[C:7]2[CH2:8][CH2:9][CH:10]([C:14]([OH:16])=[O:15])[CH2:11][C:12](=[O:13])[C:6]=2[CH:5]=[CH:4][CH:3]=1.[C:17](Cl)(=O)C(Cl)=O. Product: [CH3:17][O:15][C:14]([CH:10]1[CH2:9][CH2:8][C:7]2[C:2]([CH3:1])=[CH:3][CH:4]=[CH:5][C:6]=2[C:12](=[O:13])[CH2:11]1)=[O:16]. The catalyst class is: 4. (5) The catalyst class is: 1. Reactant: [F:1][C:2]1[CH:16]=[CH:15][C:5]([O:6][C:7]2[C:8]([NH2:14])=[N:9][C:10]([NH2:13])=[N:11][CH:12]=2)=[C:4]([CH:17]([CH3:19])[CH3:18])[CH:3]=1.FC(S(O)(=O)=O)(F)F.[I:28]N1C(=O)CCC1=O. Product: [F:1][C:2]1[C:16]([I:28])=[CH:15][C:5]([O:6][C:7]2[C:8]([NH2:14])=[N:9][C:10]([NH2:13])=[N:11][CH:12]=2)=[C:4]([CH:17]([CH3:19])[CH3:18])[CH:3]=1. (6) Reactant: [Cl:1][C:2]1[CH:7]=[CH:6][C:5]([F:8])=[CH:4][C:3]=1[N:9]1[CH2:14][CH2:13][N:12]([C:15]2[S:16][C:17]([C:20]3[N:21]=[N:22][N:23]([CH2:25][C:26]([O:28]C(C)(C)C)=[O:27])[N:24]=3)=[CH:18][N:19]=2)[CH2:11][CH2:10]1.C(O)=O. Product: [Cl:1][C:2]1[CH:7]=[CH:6][C:5]([F:8])=[CH:4][C:3]=1[N:9]1[CH2:14][CH2:13][N:12]([C:15]2[S:16][C:17]([C:20]3[N:21]=[N:22][N:23]([CH2:25][C:26]([OH:28])=[O:27])[N:24]=3)=[CH:18][N:19]=2)[CH2:11][CH2:10]1. The catalyst class is: 6. (7) Reactant: C(OC(=O)[NH:7][C:8]1[CH:13]=[CH:12][CH:11]=[C:10]([C:14](=[O:28])[NH:15][C@H:16]([C:18]2[C:27]3[C:22](=[CH:23][CH:24]=[CH:25][CH:26]=3)[CH:21]=[CH:20][CH:19]=2)[CH3:17])[CH:9]=1)(C)(C)C. Product: [NH2:7][C:8]1[CH:9]=[C:10]([CH:11]=[CH:12][CH:13]=1)[C:14]([NH:15][C@H:16]([C:18]1[C:27]2[C:22](=[CH:23][CH:24]=[CH:25][CH:26]=2)[CH:21]=[CH:20][CH:19]=1)[CH3:17])=[O:28]. The catalyst class is: 67. (8) Reactant: [C:1]12([C:11](=[O:19])[CH2:12][S:13][C:14]3[S:15][CH:16]=[CH:17][CH:18]=3)[CH2:10][CH:5]3[CH2:6][CH:7]([CH2:9][CH:3]([CH2:4]3)[CH2:2]1)[CH2:8]2.C1C=C(Cl)C=C(C(OO)=[O:28])C=1. Product: [C:1]12([C:11](=[O:19])[CH2:12][S:13]([C:14]3[S:15][CH:16]=[CH:17][CH:18]=3)=[O:28])[CH2:10][CH:5]3[CH2:6][CH:7]([CH2:9][CH:3]([CH2:4]3)[CH2:2]1)[CH2:8]2. The catalyst class is: 2.